This data is from Peptide-MHC class I binding affinity with 185,985 pairs from IEDB/IMGT. The task is: Regression. Given a peptide amino acid sequence and an MHC pseudo amino acid sequence, predict their binding affinity value. This is MHC class I binding data. (1) The peptide sequence is RPMTFKAAV. The MHC is HLA-A30:01 with pseudo-sequence HLA-A30:01. The binding affinity (normalized) is 0.140. (2) The peptide sequence is MSLTVGAGV. The MHC is HLA-A68:02 with pseudo-sequence HLA-A68:02. The binding affinity (normalized) is 0.899. (3) The peptide sequence is WGPSLYSI. The MHC is H-2-Dd with pseudo-sequence H-2-Dd. The binding affinity (normalized) is 0.735. (4) The peptide sequence is FPSQQPYLQL. The MHC is Patr-B1301 with pseudo-sequence Patr-B1301. The binding affinity (normalized) is 0.667.